From a dataset of Catalyst prediction with 721,799 reactions and 888 catalyst types from USPTO. Predict which catalyst facilitates the given reaction. (1) Reactant: [F:1][C:2]([F:11])([F:10])[C:3]1[CH:8]=[CH:7][N:6]=[CH:5][C:4]=1[NH2:9].[H-].[Na+].[N:14]([C:17]1[CH:22]=[CH:21][C:20]([C:23]2[N:27]=[CH:26][N:25]([C:28]3[CH:33]=[CH:32][C:31]([O:34][C:35]([F:38])([F:37])[F:36])=[CH:30][CH:29]=3)[N:24]=2)=[CH:19][CH:18]=1)=[C:15]=[S:16]. Product: [F:38][C:35]([F:36])([F:37])[O:34][C:31]1[CH:30]=[CH:29][C:28]([N:25]2[CH:26]=[N:27][C:23]([C:20]3[CH:21]=[CH:22][C:17]([NH:14][C:15]([NH:9][C:4]4[CH:5]=[N:6][CH:7]=[CH:8][C:3]=4[C:2]([F:1])([F:10])[F:11])=[S:16])=[CH:18][CH:19]=3)=[N:24]2)=[CH:33][CH:32]=1. The catalyst class is: 7. (2) Reactant: O[Li].O.[Br:4][C:5]1[CH:6]=[CH:7][C:8]2[N:9]([CH2:19][CH:20]3[O:24]C(=O)[N:22]([C:26]4[CH:31]=[CH:30][CH:29]=[CH:28][N:27]=4)[CH2:21]3)[C:10]3[C:15]([C:16]=2[CH:17]=1)=[CH:14][C:13]([Br:18])=[CH:12][CH:11]=3.O. Product: [Br:18][C:13]1[CH:12]=[CH:11][C:10]2[N:9]([CH2:19][CH:20]([OH:24])[CH2:21][NH:22][C:26]3[CH:31]=[CH:30][CH:29]=[CH:28][N:27]=3)[C:8]3[C:16]([C:15]=2[CH:14]=1)=[CH:17][C:5]([Br:4])=[CH:6][CH:7]=3. The catalyst class is: 1. (3) Reactant: [Cl:1][C:2]1[CH:7]=[CH:6][C:5]([C@@H:8]2[C@@H:13]([C@@H:14]([O:16][C:17]3[CH:22]=[CH:21][C:20](Cl)=[C:19](Cl)[CH:18]=3)[CH3:15])[CH2:12][CH2:11][N:10]([C:25]([CH:27]3[CH2:32][CH2:31][N:30]([C:33]4[CH:38]=[CH:37][C:36]([C:39]#[N:40])=[CH:35][N:34]=4)[CH2:29][CH2:28]3)=[O:26])[CH2:9]2)=[CH:4][CH:3]=1.N1CCCCC1.C(N1CC[C@H]([C@H]([OH:62])C)[C@@H](C2C=CC(Cl)=CC=2)C1)C1C=CC=CC=1.[F:70][C:71]([F:80])([F:79])C1C=CC(O)=CC=1.ClC(OC(Cl)=O)C.CCN(C(C)C)C(C)C. Product: [C:39]([C:36]1[CH:37]=[CH:38][C:33]([N:30]2[CH2:31][CH2:32][CH:27]([C:25]([OH:26])=[O:62])[CH2:28][CH2:29]2)=[N:34][CH:35]=1)#[N:40].[Cl:1][C:2]1[CH:7]=[CH:6][C:5]([C@@H:8]2[C@@H:13]([C@@H:14]([O:16][C:17]3[CH:22]=[CH:21][C:20]([C:71]([F:80])([F:79])[F:70])=[CH:19][CH:18]=3)[CH3:15])[CH2:12][CH2:11][N:10]([C:25]([CH:27]3[CH2:28][CH2:29][N:30]([C:33]4[CH:38]=[CH:37][C:36]([C:39]#[N:40])=[CH:35][N:34]=4)[CH2:31][CH2:32]3)=[O:26])[CH2:9]2)=[CH:4][CH:3]=1. The catalyst class is: 5.